This data is from Full USPTO retrosynthesis dataset with 1.9M reactions from patents (1976-2016). The task is: Predict the reactants needed to synthesize the given product. (1) Given the product [C:3]([C:5]1[CH:10]=[CH:9][C:8]([CH:11]2[C:20]3[C:19](=[O:21])[CH2:18][CH2:17][CH2:16][C:15]=3[N:14]([C:22]3[CH:27]=[CH:26][CH:25]=[C:24]([C:28]([F:29])([F:31])[F:30])[CH:23]=3)[C:13](=[O:32])[N:12]2[C:33]([NH:2][CH3:1])=[O:34])=[C:7]([S:45]([CH3:48])(=[O:46])=[O:47])[CH:6]=1)#[N:4], predict the reactants needed to synthesize it. The reactants are: [CH3:1][NH2:2].[C:3]([C:5]1[CH:10]=[CH:9][C:8]([CH:11]2[C:20]3[C:19](=[O:21])[CH2:18][CH2:17][CH2:16][C:15]=3[N:14]([C:22]3[CH:27]=[CH:26][CH:25]=[C:24]([C:28]([F:31])([F:30])[F:29])[CH:23]=3)[C:13](=[O:32])[N:12]2[C:33](OC2C=CC([N+]([O-])=O)=CC=2)=[O:34])=[C:7]([S:45]([CH3:48])(=[O:47])=[O:46])[CH:6]=1)#[N:4]. (2) Given the product [F:1][C:2]1([F:35])[CH2:8][N:7]([CH2:9][CH2:10][C:11]2[CH:16]=[CH:15][CH:14]=[CH:13][CH:12]=2)[C:6]2[N:17]=[C:18]([NH:21][C:22]3[CH:30]=[CH:29][C:25]([C:26]([NH:38][CH3:36])=[O:28])=[CH:24][C:23]=3[O:31][CH3:32])[N:19]=[CH:20][C:5]=2[N:4]([CH3:33])[C:3]1=[O:34], predict the reactants needed to synthesize it. The reactants are: [F:1][C:2]1([F:35])[CH2:8][N:7]([CH2:9][CH2:10][C:11]2[CH:16]=[CH:15][CH:14]=[CH:13][CH:12]=2)[C:6]2[N:17]=[C:18]([NH:21][C:22]3[CH:30]=[CH:29][C:25]([C:26]([OH:28])=O)=[CH:24][C:23]=3[O:31][CH3:32])[N:19]=[CH:20][C:5]=2[N:4]([CH3:33])[C:3]1=[O:34].[CH2:36]([N:38](C(C)C)C(C)C)C.Cl.CN. (3) Given the product [CH:23]1([CH2:22][CH2:21][CH2:20][N:17]2[C:18](=[O:19])[N:14]([C:11]3[CH:10]=[CH:9][C:8]([NH:7][S:41]([C:36]4[CH:37]=[C:38]5[C:33](=[CH:34][CH:35]=4)[O:32][CH:31]([C:28]([NH2:29])=[O:30])[CH2:40][CH2:39]5)(=[O:42])=[O:43])=[CH:13][CH:12]=3)[N:15]=[N:16]2)[CH2:27][CH2:26][CH2:25][CH2:24]1, predict the reactants needed to synthesize it. The reactants are: N1C=CC=CC=1.[NH2:7][C:8]1[CH:13]=[CH:12][C:11]([N:14]2[C:18](=[O:19])[N:17]([CH2:20][CH2:21][CH2:22][CH:23]3[CH2:27][CH2:26][CH2:25][CH2:24]3)[N:16]=[N:15]2)=[CH:10][CH:9]=1.[C:28]([CH:31]1[CH2:40][CH2:39][C:38]2[C:33](=[CH:34][CH:35]=[C:36]([S:41](Cl)(=[O:43])=[O:42])[CH:37]=2)[O:32]1)(=[O:30])[NH2:29]. (4) Given the product [NH2:1][C:4]1[CH:5]=[C:6]([CH2:16][CH2:17][C:18]([O:20][C:21]([CH3:24])([CH3:23])[CH3:22])=[O:19])[CH:7]=[CH:8][C:9]=1[C:10]1[CH:15]=[CH:14][CH:13]=[CH:12][CH:11]=1, predict the reactants needed to synthesize it. The reactants are: [N+:1]([C:4]1[CH:5]=[C:6](/[CH:16]=[CH:17]/[C:18]([O:20][C:21]([CH3:24])([CH3:23])[CH3:22])=[O:19])[CH:7]=[CH:8][C:9]=1[C:10]1[CH:15]=[CH:14][CH:13]=[CH:12][CH:11]=1)([O-])=O. (5) Given the product [I:18][C:19]1[CH:24]=[C:23]([I:25])[CH:22]=[C:21]([I:26])[C:20]=1[O:27][CH2:7][CH2:8][CH2:9][CH2:10][CH2:11][CH2:12][C:13]([O:15][CH2:16][CH3:17])=[O:14], predict the reactants needed to synthesize it. The reactants are: CN(C)C=O.Br[CH2:7][CH2:8][CH2:9][CH2:10][CH2:11][CH2:12][C:13]([O:15][CH2:16][CH3:17])=[O:14].[I:18][C:19]1[CH:24]=[C:23]([I:25])[CH:22]=[C:21]([I:26])[C:20]=1[OH:27].C(=O)([O-])[O-].[K+].[K+]. (6) Given the product [CH3:27][O:28][C:29](=[O:41])[C:30]1[C:31](=[CH:36][C:37]([CH2:40][Br:1])=[CH:38][CH:39]=1)[C:32]([O:34][CH3:35])=[O:33], predict the reactants needed to synthesize it. The reactants are: [Br:1]N1C(=O)CCC1=O.C(OOC(=O)C1C=CC=CC=1)(=O)C1C=CC=CC=1.[CH3:27][O:28][C:29](=[O:41])[C:30]1[C:31](=[CH:36][C:37]([CH3:40])=[CH:38][CH:39]=1)[C:32]([O:34][CH3:35])=[O:33].